This data is from Forward reaction prediction with 1.9M reactions from USPTO patents (1976-2016). The task is: Predict the product of the given reaction. (1) Given the reactants [C:1]([O:5][C:6]([N:8]1[C:16]2[C:11](=[CH:12][C:13]([OH:18])=[C:14]([F:17])[CH:15]=2)[CH2:10][CH2:9]1)=[O:7])([CH3:4])([CH3:3])[CH3:2].[C:19]1([C:25]2[CH:26]=[C:27]([CH2:34]Cl)[S:28][C:29]=2[C:30]([F:33])([F:32])[F:31])[CH:24]=[CH:23][CH:22]=[CH:21][CH:20]=1.C(=O)([O-])[O-].[K+].[K+].CN(C=O)C, predict the reaction product. The product is: [C:1]([O:5][C:6]([N:8]1[C:16]2[C:11](=[CH:12][C:13]([O:18][CH2:34][C:27]3[S:28][C:29]([C:30]([F:32])([F:31])[F:33])=[C:25]([C:19]4[CH:24]=[CH:23][CH:22]=[CH:21][CH:20]=4)[CH:26]=3)=[C:14]([F:17])[CH:15]=2)[CH2:10][CH2:9]1)=[O:7])([CH3:4])([CH3:2])[CH3:3]. (2) Given the reactants [N:1]([CH2:4][C@@H:5]1[O:9][C:8](=[O:10])[N:7]([C:11]2[CH:12]=[CH:13][C:14]3[CH2:20][CH2:19][CH2:18][C:17](=[O:21])[CH2:16][C:15]=3[CH:22]=2)[CH2:6]1)=[N+]=[N-], predict the reaction product. The product is: [NH2:1][CH2:4][C@@H:5]1[O:9][C:8](=[O:10])[N:7]([C:11]2[CH:12]=[CH:13][C:14]3[CH2:20][CH2:19][CH2:18][C:17](=[O:21])[CH2:16][C:15]=3[CH:22]=2)[CH2:6]1.